From a dataset of Full USPTO retrosynthesis dataset with 1.9M reactions from patents (1976-2016). Predict the reactants needed to synthesize the given product. (1) Given the product [CH3:23][O:22][C:20](=[O:21])[CH2:19][N:16]1[CH:2]=[C:1]([Sn:3]([CH2:8][CH2:9][CH2:10][CH3:11])([CH2:4][CH2:5][CH2:6][CH3:7])[CH2:12][CH2:13][CH2:14][CH3:15])[N:18]=[N:17]1, predict the reactants needed to synthesize it. The reactants are: [C:1]([Sn:3]([CH2:12][CH2:13][CH2:14][CH3:15])([CH2:8][CH2:9][CH2:10][CH3:11])[CH2:4][CH2:5][CH2:6][CH3:7])#[CH:2].[N:16]([CH2:19][C:20]([O:22][CH3:23])=[O:21])=[N+:17]=[N-:18]. (2) Given the product [Cl:29][C:26]1[CH:27]=[CH:28][C:23]([C:11]2[C:10]3[C:15](=[CH:16][CH:17]=[C:8]([N:30]4[CH2:35][CH2:34][O:33][CH2:32][CH2:31]4)[CH:9]=3)[N:14]=[C:13]([CH3:18])[C:12]=2[S:19]([CH3:22])(=[O:21])=[O:20])=[CH:24][CH:25]=1, predict the reactants needed to synthesize it. The reactants are: C(=O)([O-])[O-].[Cs+].[Cs+].Br[C:8]1[CH:9]=[C:10]2[C:15](=[CH:16][CH:17]=1)[N:14]=[C:13]([CH3:18])[C:12]([S:19]([CH3:22])(=[O:21])=[O:20])=[C:11]2[C:23]1[CH:28]=[CH:27][C:26]([Cl:29])=[CH:25][CH:24]=1.[NH:30]1[CH2:35][CH2:34][O:33][CH2:32][CH2:31]1. (3) Given the product [OH:16][C:13]([C:10]1([NH:17][C:18]([C:20]2[C:28]3[C:23](=[N:24][CH:25]=[C:26]([CH:29]4[CH2:30][CH2:31]4)[N:27]=3)[NH:22][CH:21]=2)=[O:19])[CH2:11][CH2:12][NH:8][CH2:9]1)([CH3:15])[CH3:14], predict the reactants needed to synthesize it. The reactants are: C(OC([N:8]1[CH2:12][CH2:11][C:10]([NH:17][C:18]([C:20]2[C:28]3[C:23](=[N:24][CH:25]=[C:26]([CH:29]4[CH2:31][CH2:30]4)[N:27]=3)[N:22](COCC[Si](C)(C)C)[CH:21]=2)=[O:19])([C:13]([OH:16])([CH3:15])[CH3:14])[CH2:9]1)=O)(C)(C)C.FC(F)(F)C(O)=O. (4) Given the product [F:19][CH:17]([F:18])[C:8]1([C:6]2[CH:7]=[CH:2][CH:3]=[CH:4][C:5]=2[F:20])[NH:13][C:12](=[O:14])[C:11]([CH3:16])([CH3:15])[O:10][CH2:9]1, predict the reactants needed to synthesize it. The reactants are: Br[C:2]1[CH:3]=[CH:4][C:5]([F:20])=[C:6]([C:8]2([CH:17]([F:19])[F:18])[NH:13][C:12](=[O:14])[C:11]([CH3:16])([CH3:15])[O:10][CH2:9]2)[CH:7]=1.C([O-])(=O)C.[Na+].[H][H]. (5) Given the product [Br:1][C:2]1[C:3]([N:19]2[CH2:24][CH2:23][CH2:22][C@@H:21]([NH:25][C:26](=[O:32])[O:27][C:28]([CH3:30])([CH3:29])[CH3:31])[CH2:20]2)=[C:4]2[C:10]([NH:11][C:12](=[O:17])[CH2:13][CH:14]3[CH2:16][CH2:15]3)=[CH:9][NH:8][C:5]2=[N:6][CH:7]=1, predict the reactants needed to synthesize it. The reactants are: [Br:1][C:2]1[C:3](F)=[C:4]2[C:10]([NH:11][C:12](=[O:17])[CH2:13][CH:14]3[CH2:16][CH2:15]3)=[CH:9][NH:8][C:5]2=[N:6][CH:7]=1.[NH:19]1[CH2:24][CH2:23][CH2:22][C@@H:21]([NH:25][C:26](=[O:32])[O:27][C:28]([CH3:31])([CH3:30])[CH3:29])[CH2:20]1.C(N(CC)CC)C. (6) Given the product [CH2:1]([N:8]1[CH2:9][CH2:10][O:11][CH:12]([C:14]2[CH:15]=[CH:16][C:17]([O:20][CH2:21][CH2:22][CH2:23][CH2:24][CH2:25][CH2:26][CH2:27][CH3:28])=[CH:18][CH:19]=2)[CH2:13]1)[C:2]1[CH:3]=[CH:4][CH:5]=[CH:6][CH:7]=1, predict the reactants needed to synthesize it. The reactants are: [CH2:1]([N:8]1[CH2:13][CH:12]([C:14]2[CH:19]=[CH:18][C:17]([O:20][CH2:21][CH2:22][CH2:23][CH2:24][CH2:25][CH2:26][CH2:27][CH3:28])=[CH:16][CH:15]=2)[O:11][CH2:10][C:9]1=O)[C:2]1[CH:7]=[CH:6][CH:5]=[CH:4][CH:3]=1.CO. (7) Given the product [CH3:2][C:3]1[C:7]([CH2:8][N:9]2[CH:13]=[C:12]([NH:14][C:28]([C:19]3[C:18]([O:17][CH3:16])=[CH:27][C:22]4[O:23][CH2:24][CH2:25][O:26][C:21]=4[CH:20]=3)=[O:29])[CH:11]=[N:10]2)=[C:6]([CH3:15])[O:5][N:4]=1, predict the reactants needed to synthesize it. The reactants are: Cl.[CH3:2][C:3]1[C:7]([CH2:8][N:9]2[CH:13]=[C:12]([NH2:14])[CH:11]=[N:10]2)=[C:6]([CH3:15])[O:5][N:4]=1.[CH3:16][O:17][C:18]1[C:19]([C:28](O)=[O:29])=[CH:20][C:21]2[O:26][CH2:25][CH2:24][O:23][C:22]=2[CH:27]=1. (8) Given the product [NH2:23][C:20]1[N:21]=[CH:22][C:17]([C:3]2[CH:4]=[CH:5][C:6]([C:25]3[CH:30]=[CH:29][CH:28]=[CH:27][C:26]=3[S:31]([CH2:34][C:35]([NH2:37])=[O:36])(=[O:33])=[O:32])=[CH:7][C:2]=2[F:1])=[CH:18][N:19]=1, predict the reactants needed to synthesize it. The reactants are: [F:1][C:2]1[CH:7]=[C:6](B2OC(C)(C)C(C)(C)O2)[CH:5]=[CH:4][C:3]=1[C:17]1[CH:18]=[N:19][C:20]([NH2:23])=[N:21][CH:22]=1.Br[C:25]1[CH:30]=[CH:29][CH:28]=[CH:27][C:26]=1[S:31]([CH2:34][C:35]([NH2:37])=[O:36])(=[O:33])=[O:32]. (9) Given the product [C:9]([O:13][C:14](=[O:15])[NH:1][CH:2]1[CH2:7][CH2:6][CH:5]([OH:8])[CH2:4][CH2:3]1)([CH3:12])([CH3:11])[CH3:10], predict the reactants needed to synthesize it. The reactants are: [NH2:1][C@H:2]1[CH2:7][CH2:6][C@H:5]([OH:8])[CH2:4][CH2:3]1.[C:9]([O:13][C:14](O[C:14]([O:13][C:9]([CH3:12])([CH3:11])[CH3:10])=[O:15])=[O:15])([CH3:12])([CH3:11])[CH3:10].